Dataset: Forward reaction prediction with 1.9M reactions from USPTO patents (1976-2016). Task: Predict the product of the given reaction. (1) Given the reactants [O:1]([C:8]1[C:9]([CH2:14][OH:15])=[N:10][CH:11]=[CH:12][CH:13]=1)[C:2]1[CH:7]=[CH:6][CH:5]=[CH:4][CH:3]=1, predict the reaction product. The product is: [O:1]([C:8]1[C:9]([CH:14]=[O:15])=[N:10][CH:11]=[CH:12][CH:13]=1)[C:2]1[CH:3]=[CH:4][CH:5]=[CH:6][CH:7]=1. (2) Given the reactants [Br:1][C:2]1[CH:10]=[CH:9][C:5]([C:6]([OH:8])=O)=[CH:4][CH:3]=1.[NH2:11][C:12]1[CH:17]=[CH:16][CH:15]=[CH:14][CH:13]=1, predict the reaction product. The product is: [Br:1][C:2]1[CH:3]=[CH:4][C:5]([C:6]([NH:11][C:12]2[CH:17]=[CH:16][CH:15]=[CH:14][CH:13]=2)=[O:8])=[CH:9][CH:10]=1. (3) Given the reactants [F:1][C:2]1[CH:3]=[C:4]2[C:8](=[CH:9][CH:10]=1)[N:7]([S:11]([C:14]1[CH:20]=[CH:19][C:17]([CH3:18])=[CH:16][CH:15]=1)(=[O:13])=[O:12])[CH:6]=[C:5]2[CH:21]=[O:22].[Cl-].[Na+], predict the reaction product. The product is: [F:1][C:2]1[CH:3]=[C:4]2[C:8](=[CH:9][CH:10]=1)[N:7]([S:11]([C:14]1[CH:20]=[CH:19][C:17]([CH3:18])=[CH:16][CH:15]=1)(=[O:13])=[O:12])[CH:6]=[C:5]2[CH2:21][OH:22]. (4) Given the reactants [Br:1]N1C(=O)CCC1=O.[C:9]1([C:15]2[O:21][C:18]([CH:19]=[O:20])=[CH:17][CH:16]=2)[CH:14]=[CH:13][CH:12]=[CH:11][CH:10]=1, predict the reaction product. The product is: [Br:1][C:16]1[CH:17]=[C:18]([CH:19]=[O:20])[O:21][C:15]=1[C:9]1[CH:10]=[CH:11][CH:12]=[CH:13][CH:14]=1. (5) Given the reactants [C:1]([C@H:5]1[CH2:10][CH2:9][C@H:8]([O:11][C:12]2[CH:13]=[C:14]3[C:19](=[CH:20][CH:21]=2)[CH:18]=[C:17]([CH2:22][NH:23][CH2:24][CH2:25][C:26]([O:28][CH2:29][CH3:30])=[O:27])[CH:16]=[CH:15]3)[CH2:7][CH2:6]1)([CH3:4])([CH3:3])[CH3:2].CCN(CC)CC.[CH3:38][C:39]([O:42][C:43](O[C:43]([O:42][C:39]([CH3:41])([CH3:40])[CH3:38])=[O:44])=[O:44])([CH3:41])[CH3:40], predict the reaction product. The product is: [C:39]([O:42][C:43]([N:23]([CH2:22][C:17]1[CH:16]=[CH:15][C:14]2[C:19](=[CH:20][CH:21]=[C:12]([O:11][C@H:8]3[CH2:9][CH2:10][C@H:5]([C:1]([CH3:4])([CH3:2])[CH3:3])[CH2:6][CH2:7]3)[CH:13]=2)[CH:18]=1)[CH2:24][CH2:25][C:26]([O:28][CH2:29][CH3:30])=[O:27])=[O:44])([CH3:41])([CH3:40])[CH3:38]. (6) Given the reactants Cl[C:2]1[CH:7]=[C:6]([O:8][CH2:9][C:10]#[C:11][CH3:12])[N:5]=[CH:4][N:3]=1.C(=O)([O-])[O-].[K+].[K+].[CH3:19][C:20]1[C:25]([CH3:26])=[CH:24][CH:23]=[CH:22][C:21]=1[OH:27].[Cl-].[NH4+], predict the reaction product. The product is: [CH3:19][C:20]1[C:25]([CH3:26])=[CH:24][CH:23]=[CH:22][C:21]=1[O:27][C:2]1[CH:7]=[C:6]([O:8][CH2:9][C:10]#[C:11][CH3:12])[N:5]=[CH:4][N:3]=1. (7) Given the reactants N1C=CC=C2C(N)CCC=12.[CH3:11][O:12][C:13]1[CH:14]=[C:15]2[C:19](=[CH:20][CH:21]=1)[C:18](=[N:22]O)[CH2:17][CH2:16]2, predict the reaction product. The product is: [CH3:11][O:12][C:13]1[CH:14]=[C:15]2[C:19](=[CH:20][CH:21]=1)[CH:18]([NH2:22])[CH2:17][CH2:16]2. (8) Given the reactants [Cl:1][C:2]1[N:10]=[C:9]2[C:5]([NH:6][CH:7]=[N:8]2)=[C:4](Cl)[N:3]=1.[CH2:12]([NH2:15])[CH2:13][CH3:14], predict the reaction product. The product is: [CH2:12]([NH:15][C:4]1[NH:3][C:2]([Cl:1])=[N:10][C:9]2[C:5]=1[N:6]=[CH:7][N:8]=2)[CH2:13][CH3:14].